This data is from Forward reaction prediction with 1.9M reactions from USPTO patents (1976-2016). The task is: Predict the product of the given reaction. (1) Given the reactants C[CH:2]([OH:26])[CH2:3][CH2:4][CH2:5][CH2:6][N:7]1[C:11]2[C:12]([NH2:16])=[CH:13][CH:14]=[CH:15][C:10]=2[N:9]=[C:8]1[NH:17][C:18]1[CH:23]=[CH:22][C:21]([Cl:24])=[CH:20][C:19]=1[Cl:25].[CH:27](=O)[CH3:28].[C:30](O[BH3-])(=O)[CH3:31].[Na+], predict the reaction product. The product is: [Cl:25][C:19]1[CH:20]=[C:21]([Cl:24])[CH:22]=[CH:23][C:18]=1[NH:17][C:8]1[N:7]([CH2:6][CH2:5][CH2:4][CH2:3][CH2:2][OH:26])[C:11]2[C:12]([N:16]([CH2:27][CH3:28])[CH2:30][CH3:31])=[CH:13][CH:14]=[CH:15][C:10]=2[N:9]=1. (2) Given the reactants [OH:1][C:2]1[CH:10]=[CH:9][C:5]([C:6]([OH:8])=O)=[CH:4][CH:3]=1.Cl.Cl.[CH2:13]([O:15][C:16]1[CH:17]=[C:18]([CH:35]=[CH:36][CH:37]=1)[CH2:19][N:20]1[C:24]2=[N:25][CH:26]=[N:27][C:28]([N:29]3[CH2:34][CH2:33][NH:32][CH2:31][CH2:30]3)=[C:23]2[CH:22]=[N:21]1)[CH3:14].ON1C2C=CC=CC=2N=N1.Cl.C(N=C=NCCCN(C)C)C.C(=O)([O-])O.[Na+], predict the reaction product. The product is: [CH2:13]([O:15][C:16]1[CH:17]=[C:18]([CH:35]=[CH:36][CH:37]=1)[CH2:19][N:20]1[C:24]2=[N:25][CH:26]=[N:27][C:28]([N:29]3[CH2:30][CH2:31][N:32]([C:6](=[O:8])[C:5]4[CH:4]=[CH:3][C:2]([OH:1])=[CH:10][CH:9]=4)[CH2:33][CH2:34]3)=[C:23]2[CH:22]=[N:21]1)[CH3:14]. (3) Given the reactants [CH2:1]([N:8]1[CH2:13][CH2:12][N:11]([CH2:14][C:15]2[CH:20]=[CH:19][CH:18]=[CH:17][CH:16]=2)[CH2:10][CH:9]1[C:21](OCC)=O)[C:2]1[CH:7]=[CH:6][CH:5]=[CH:4][CH:3]=1.[H-].[CH2:27]([Al+]CC(C)C)[CH:28](C)[CH3:29].CCCCCC.[Cl-].[NH4+].[I-].C([P+](C1C=CC=CC=1)(C1C=CC=CC=1)C1C=CC=CC=1)(C)C.C([Li])CCC, predict the reaction product. The product is: [CH2:1]([N:8]1[CH2:13][CH2:12][N:11]([CH2:14][C:15]2[CH:16]=[CH:17][CH:18]=[CH:19][CH:20]=2)[CH2:10][CH:9]1[CH:21]=[C:28]([CH3:29])[CH3:27])[C:2]1[CH:3]=[CH:4][CH:5]=[CH:6][CH:7]=1.